From a dataset of Full USPTO retrosynthesis dataset with 1.9M reactions from patents (1976-2016). Predict the reactants needed to synthesize the given product. (1) The reactants are: [I:1]I.[Cl:3][C:4]1[CH:9]=[C:8]([C:10]([O:12][CH3:13])=[O:11])[CH:7]=[CH:6][C:5]=1[C:14]1[CH:19]=[CH:18][C:17]([O:20][CH3:21])=[CH:16][CH:15]=1.CO.CCOC(C)=O. Given the product [Cl:3][C:4]1[CH:9]=[C:8]([C:10]([O:12][CH3:13])=[O:11])[CH:7]=[CH:6][C:5]=1[C:14]1[CH:19]=[CH:18][C:17]([O:20][CH3:21])=[C:16]([I:1])[CH:15]=1, predict the reactants needed to synthesize it. (2) Given the product [CH2:16]([C:15]([C:20]1[CH:21]=[CH:22][C:23]2[O:27][C:26]([C:28]([OH:30])=[O:29])=[CH:25][C:24]=2[CH:31]=1)([C:12]1[CH:13]=[CH:14][C:9]([O:8][CH:4]2[CH2:5][CH2:6][CH2:7][C:2]([CH3:1])([CH3:34])[CH:3]2[OH:33])=[C:10]([CH3:32])[CH:11]=1)[CH2:18][CH3:19])[CH3:17], predict the reactants needed to synthesize it. The reactants are: [CH3:1][C:2]1([CH3:34])[CH2:7][CH2:6][CH2:5][CH:4]([O:8][C:9]2[CH:14]=[CH:13][C:12]([C:15]([C:20]3[CH:21]=[CH:22][C:23]4[O:27][C:26]([C:28]([OH:30])=[O:29])=[CH:25][C:24]=4[CH:31]=3)([CH2:18][CH3:19])[CH2:16][CH3:17])=[CH:11][C:10]=2[CH3:32])[C:3]1=[O:33].[BH4-].[Na+]. (3) Given the product [NH2:17][C:8]1[CH:9]=[C:10]([C:13]([O:15][CH3:16])=[O:14])[CH:11]=[CH:12][C:7]=1[CH:3]([C:1]#[N:2])[C:4]([NH2:6])=[O:5], predict the reactants needed to synthesize it. The reactants are: [C:1]([CH:3]([C:7]1[CH:12]=[CH:11][C:10]([C:13]([O:15][CH3:16])=[O:14])=[CH:9][C:8]=1[N+:17]([O-])=O)[C:4]([NH2:6])=[O:5])#[N:2].